From a dataset of Full USPTO retrosynthesis dataset with 1.9M reactions from patents (1976-2016). Predict the reactants needed to synthesize the given product. (1) The reactants are: N.C1(C)C=CC(S(O)(=O)=O)=CC=1.[NH2:13][CH:14]([C:17]#[N:18])[C:15]#[N:16].C(OC)(OC)(OC)C.[CH:27]([N:30](CC)[CH:31](C)C)(C)[CH3:28].Cl.CN. Given the product [NH2:16][C:15]1[N:30]([CH3:31])[C:27]([CH3:28])=[N:13][C:14]=1[C:17]#[N:18], predict the reactants needed to synthesize it. (2) The reactants are: [F:1][C:2]([F:15])([F:14])[C:3]1[CH:4]=[C:5]([CH:7]=[C:8]([C:10]([F:13])([F:12])[F:11])[CH:9]=1)[NH2:6].Br[CH2:17][CH2:18][OH:19]. Given the product [F:1][C:2]([F:14])([F:15])[C:3]1[CH:4]=[C:5]([NH:6][CH2:17][CH2:18][OH:19])[CH:7]=[C:8]([C:10]([F:11])([F:12])[F:13])[CH:9]=1, predict the reactants needed to synthesize it.